From a dataset of Reaction yield outcomes from USPTO patents with 853,638 reactions. Predict the reaction yield, written as a fraction of the theoretical maximum amount of product (1.0 means a 100% yield; for example, 0.34 means a 34% yield). (1) The reactants are [NH2:1][C@@H:2]1[CH2:7][CH2:6][CH2:5][C@H:4]([OH:8])[CH2:3]1.C(=O)(O)[O-].[Na+].Cl[CH2:15][C:16]1[CH:21]=[CH:20][CH:19]=[CH:18][CH:17]=1. The catalyst is C(O)C. The product is [CH2:15]([N:1]([CH2:15][C:16]1[CH:21]=[CH:20][CH:19]=[CH:18][CH:17]=1)[C@@H:2]1[CH2:7][CH2:6][CH2:5][C@H:4]([OH:8])[CH2:3]1)[C:16]1[CH:21]=[CH:20][CH:19]=[CH:18][CH:17]=1. The yield is 0.910. (2) The reactants are [Br:1][C:2]1[S:6][C:5]2=[C:7]([C:10](OCC)=[O:11])[N:8]=[CH:9][N:4]2[CH:3]=1.C1(C)C=CC=CC=1.[H-].C([Al+]CC(C)C)C(C)C.C(C(C(C([O-])=O)O)O)([O-])=O.[Na+].[K+]. The catalyst is O1CCCC1. The product is [Br:1][C:2]1[S:6][C:5]2=[C:7]([CH2:10][OH:11])[N:8]=[CH:9][N:4]2[CH:3]=1.[Br:1][C:2]1[S:6][C:5]2=[C:7]([CH:10]=[O:11])[N:8]=[CH:9][N:4]2[CH:3]=1. The yield is 0.610. (3) The reactants are C(N1C(=O)C2=CC=CC=C2C1=O)C1C=CC=CC=1.[CH2:19](Br)[C:20]1[CH:25]=[CH:24][CH:23]=[CH:22][CH:21]=1.C1(=O)NC(=O)C2=CC=CC=C12.[K].[CH3:39][C:40]1([CH3:51])[C:48]2[C:43](=[CH:44][CH:45]=[CH:46][CH:47]=2)[C:42]([CH3:50])([CH3:49])[NH:41]1. The catalyst is CI.[Mg].C1(C)C=CC=CC=1.C(OCC)C. The product is [CH2:19]([N:41]1[C:40]([CH3:51])([CH3:39])[C:48]2[C:43](=[CH:44][CH:45]=[CH:46][CH:47]=2)[C:42]1([CH3:50])[CH3:49])[C:20]1[CH:25]=[CH:24][CH:23]=[CH:22][CH:21]=1. The yield is 0.370.